From a dataset of Forward reaction prediction with 1.9M reactions from USPTO patents (1976-2016). Predict the product of the given reaction. (1) Given the reactants [NH2:1][C@@H:2]([CH2:5]/[CH:6]=[C:7](/[C:9]1[CH:14]=[CH:13][CH:12]=[CH:11][CH:10]=1)\[CH3:8])[CH2:3][OH:4], predict the reaction product. The product is: [NH2:1][C@@H:2]([CH2:5][CH2:6][CH:7]([C:9]1[CH:10]=[CH:11][CH:12]=[CH:13][CH:14]=1)[CH3:8])[CH2:3][OH:4]. (2) Given the reactants [CH2:1]([C:3]1[NH:7][N:6]=[C:5]([C:8]2[C:12]3[C:13]([NH:17][CH:18]4[CH2:23][CH2:22][O:21][CH2:20][CH2:19]4)=[N:14][CH:15]=[CH:16][C:11]=3[N:10](C(C3C=CC=CC=3)(C3C=CC=CC=3)C3C=CC=CC=3)[N:9]=2)[CH:4]=1)[CH3:2].O1CCC(NC2C3C(C=CC(=O)CC)=NN(C(C4C=CC=CC=4)(C4C=CC=CC=4)C4C=CC=CC=4)C=3C=CN=2)C[CH2:44]1.CN(C)C=O.O.NN.ClCCl.ClC1C(=O)C(C#N)=C(C#N)C(=O)C=1Cl, predict the reaction product. The product is: [CH2:1]([C:3]1[N:7]([CH3:44])[N:6]=[C:5]([C:8]2[C:12]3[C:13]([NH:17][CH:18]4[CH2:19][CH2:20][O:21][CH2:22][CH2:23]4)=[N:14][CH:15]=[CH:16][C:11]=3[NH:10][N:9]=2)[CH:4]=1)[CH3:2]. (3) Given the reactants [C:1]([NH:5][C:6]1[C:7]([C:20]2[CH:25]=[CH:24][C:23]([F:26])=[CH:22][CH:21]=2)=[N:8][C:9]2[C:14]([N:15]=1)=[CH:13][C:12]([C:16]([O:18]C)=[O:17])=[CH:11][CH:10]=2)([CH3:4])([CH3:3])[CH3:2].[OH-].[Na+], predict the reaction product. The product is: [C:1]([NH:5][C:6]1[C:7]([C:20]2[CH:21]=[CH:22][C:23]([F:26])=[CH:24][CH:25]=2)=[N:8][C:9]2[C:14]([N:15]=1)=[CH:13][C:12]([C:16]([OH:18])=[O:17])=[CH:11][CH:10]=2)([CH3:4])([CH3:2])[CH3:3]. (4) Given the reactants [O:1]=[C:2]1[CH2:7][CH2:6][N:5]([C:8]([O:10][C:11]([CH3:14])([CH3:13])[CH3:12])=[O:9])[CH2:4][CH2:3]1.[I-].[CH3:16][S+](C)(C)=O.[OH-].[Na+], predict the reaction product. The product is: [O:1]1[C:2]2([CH2:3][CH2:4][N:5]([C:8]([O:10][C:11]([CH3:14])([CH3:13])[CH3:12])=[O:9])[CH2:6][CH2:7]2)[CH2:16]1. (5) Given the reactants [CH2:1]([O:8][C:9]1[C:10]([C:27]([O:29][CH2:30][CH3:31])=[O:28])=[CH:11][N:12]2[CH2:17][CH2:16][N:15]([CH2:18][C:19]3[CH:24]=[CH:23][C:22]([F:25])=[CH:21][CH:20]=3)[C:14](=[O:26])[C:13]=12)[C:2]1[CH:7]=[CH:6][CH:5]=[CH:4][CH:3]=1.C(=O)(O)[O-].[Na+].[Br:37]Br, predict the reaction product. The product is: [CH2:1]([O:8][C:9]1[C:10]([C:27]([O:29][CH2:30][CH3:31])=[O:28])=[C:11]([Br:37])[N:12]2[CH2:17][CH2:16][N:15]([CH2:18][C:19]3[CH:20]=[CH:21][C:22]([F:25])=[CH:23][CH:24]=3)[C:14](=[O:26])[C:13]=12)[C:2]1[CH:7]=[CH:6][CH:5]=[CH:4][CH:3]=1.